Dataset: NCI-60 drug combinations with 297,098 pairs across 59 cell lines. Task: Regression. Given two drug SMILES strings and cell line genomic features, predict the synergy score measuring deviation from expected non-interaction effect. (1) Cell line: SK-MEL-28. Synergy scores: CSS=26.9, Synergy_ZIP=-6.55, Synergy_Bliss=2.52, Synergy_Loewe=-2.20, Synergy_HSA=3.10. Drug 2: CCC1(C2=C(COC1=O)C(=O)N3CC4=CC5=C(C=CC(=C5CN(C)C)O)N=C4C3=C2)O.Cl. Drug 1: CC1C(C(=O)NC(C(=O)N2CCCC2C(=O)N(CC(=O)N(C(C(=O)O1)C(C)C)C)C)C(C)C)NC(=O)C3=C4C(=C(C=C3)C)OC5=C(C(=O)C(=C(C5=N4)C(=O)NC6C(OC(=O)C(N(C(=O)CN(C(=O)C7CCCN7C(=O)C(NC6=O)C(C)C)C)C)C(C)C)C)N)C. (2) Synergy scores: CSS=4.83, Synergy_ZIP=-2.07, Synergy_Bliss=-1.44, Synergy_Loewe=0.183, Synergy_HSA=0.0937. Drug 1: C1CC(=O)NC(=O)C1N2CC3=C(C2=O)C=CC=C3N. Drug 2: C1C(C(OC1N2C=NC3=C2NC=NCC3O)CO)O. Cell line: NCI-H522. (3) Drug 1: CC1=C(C=C(C=C1)C(=O)NC2=CC(=CC(=C2)C(F)(F)F)N3C=C(N=C3)C)NC4=NC=CC(=N4)C5=CN=CC=C5. Drug 2: CS(=O)(=O)CCNCC1=CC=C(O1)C2=CC3=C(C=C2)N=CN=C3NC4=CC(=C(C=C4)OCC5=CC(=CC=C5)F)Cl. Cell line: HCT116. Synergy scores: CSS=-5.51, Synergy_ZIP=6.67, Synergy_Bliss=3.87, Synergy_Loewe=-4.38, Synergy_HSA=-4.49. (4) Drug 2: CC1=C(C(=O)C2=C(C1=O)N3CC4C(C3(C2COC(=O)N)OC)N4)N. Drug 1: CN1C(=O)N2C=NC(=C2N=N1)C(=O)N. Cell line: UACC-257. Synergy scores: CSS=14.2, Synergy_ZIP=-2.55, Synergy_Bliss=0.839, Synergy_Loewe=-17.1, Synergy_HSA=-0.480. (5) Drug 1: CC1=CC2C(CCC3(C2CCC3(C(=O)C)OC(=O)C)C)C4(C1=CC(=O)CC4)C. Drug 2: C1C(C(OC1N2C=NC(=NC2=O)N)CO)O. Cell line: SF-539. Synergy scores: CSS=10.9, Synergy_ZIP=-2.93, Synergy_Bliss=-0.560, Synergy_Loewe=-13.0, Synergy_HSA=-2.54. (6) Drug 1: CC1=C(C(CCC1)(C)C)C=CC(=CC=CC(=CC(=O)O)C)C. Drug 2: CC(C)CN1C=NC2=C1C3=CC=CC=C3N=C2N. Cell line: OVCAR-5. Synergy scores: CSS=1.65, Synergy_ZIP=-0.722, Synergy_Bliss=-2.23, Synergy_Loewe=-0.711, Synergy_HSA=-2.12.